Dataset: Peptide-MHC class II binding affinity with 134,281 pairs from IEDB. Task: Regression. Given a peptide amino acid sequence and an MHC pseudo amino acid sequence, predict their binding affinity value. This is MHC class II binding data. (1) The peptide sequence is NARILKNCVDAKMTE. The MHC is HLA-DPA10201-DPB10101 with pseudo-sequence HLA-DPA10201-DPB10101. The binding affinity (normalized) is 0.235. (2) The peptide sequence is AAATAGTTVYGAFAA. The MHC is HLA-DQA10401-DQB10402 with pseudo-sequence HLA-DQA10401-DQB10402. The binding affinity (normalized) is 0.467. (3) The peptide sequence is KIIGGIGGFIKVRQYDQIPI. The MHC is DRB1_0802 with pseudo-sequence DRB1_0802. The binding affinity (normalized) is 0.243. (4) The MHC is DRB1_1101 with pseudo-sequence DRB1_1101. The peptide sequence is DLPVLDQLTDPPGVRRVYHIQAGLPDPFQPPS. The binding affinity (normalized) is 0.703. (5) The peptide sequence is RLLVLDAVALERWPG. The MHC is DRB1_0101 with pseudo-sequence DRB1_0101. The binding affinity (normalized) is 0.655. (6) The peptide sequence is HAYYLQYKNVRPDYL. The MHC is DRB1_0901 with pseudo-sequence DRB1_0901. The binding affinity (normalized) is 0.587. (7) The peptide sequence is YRIAARPGAVTRRAA. The MHC is DRB1_1602 with pseudo-sequence DRB1_1602. The binding affinity (normalized) is 0.0487. (8) The peptide sequence is KPPFSGMTGCGNTPI. The MHC is HLA-DQA10102-DQB10602 with pseudo-sequence HLA-DQA10102-DQB10602. The binding affinity (normalized) is 0.0407.